From a dataset of Reaction yield outcomes from USPTO patents with 853,638 reactions. Predict the reaction yield, written as a fraction of the theoretical maximum amount of product (1.0 means a 100% yield; for example, 0.34 means a 34% yield). (1) The reactants are [CH:1](=O)[C:2]1[CH:7]=[CH:6][C:5]([O:8][CH3:9])=[CH:4][CH:3]=1.[CH3:11][C@H:12]([NH2:19])[C:13]1[CH:18]=[CH:17][CH:16]=[CH:15][CH:14]=1.O. The catalyst is C1(C)C=CC=CC=1. The product is [CH3:9][O:8][C:5]1[CH:6]=[CH:7][C:2]([CH:1]=[N:19][C@H:12]([C:13]2[CH:18]=[CH:17][CH:16]=[CH:15][CH:14]=2)[CH3:11])=[CH:3][CH:4]=1. The yield is 1.00. (2) The reactants are [CH3:1][C:2]1([CH3:16])[CH2:10][C:9]2[NH:8][N:7]=[C:6]([C:11]([F:14])([F:13])[F:12])[C:5]=2[C:4](=[O:15])[CH2:3]1.[H-].[Na+].[OH:19][CH:20]([CH2:32][OH:33])[CH2:21][NH:22][C:23]1[CH:30]=[C:29](F)[CH:28]=[CH:27][C:24]=1[C:25]#[N:26].[NH4+].[Cl-]. The catalyst is CC(N(C)C)=O. The product is [OH:19][CH:20]([CH2:32][OH:33])[CH2:21][NH:22][C:23]1[CH:30]=[C:29]([N:8]2[C:9]3[CH2:10][C:2]([CH3:16])([CH3:1])[CH2:3][C:4](=[O:15])[C:5]=3[C:6]([C:11]([F:14])([F:13])[F:12])=[N:7]2)[CH:28]=[CH:27][C:24]=1[C:25]#[N:26]. The yield is 0.970. (3) The reactants are [F:1][C:2]1[CH:17]=[C:16]([CH:18]=O)[CH:15]=[CH:14][C:3]=1[O:4][C:5]1[N:6]=[CH:7][C:8]([C:11]([NH2:13])=[O:12])=[N:9][CH:10]=1.[CH3:20][C:21]([CH3:26])([CH3:25])[CH2:22][CH2:23][NH2:24].[BH4-].[Na+]. The catalyst is CO. The product is [CH3:20][C:21]([CH3:26])([CH3:25])[CH2:22][CH2:23][NH:24][CH2:18][C:16]1[CH:15]=[CH:14][C:3]([O:4][C:5]2[N:6]=[CH:7][C:8]([C:11]([NH2:13])=[O:12])=[N:9][CH:10]=2)=[C:2]([F:1])[CH:17]=1. The yield is 0.490.